From a dataset of Peptide-MHC class I binding affinity with 185,985 pairs from IEDB/IMGT. Regression. Given a peptide amino acid sequence and an MHC pseudo amino acid sequence, predict their binding affinity value. This is MHC class I binding data. (1) The peptide sequence is IQIQATETA. The MHC is HLA-A02:11 with pseudo-sequence HLA-A02:11. The binding affinity (normalized) is 0.0847. (2) The peptide sequence is RTWNYHGSY. The MHC is HLA-A01:01 with pseudo-sequence HLA-A01:01. The binding affinity (normalized) is 0.495. (3) The peptide sequence is KQWIILGLNK. The MHC is Mamu-B03 with pseudo-sequence Mamu-B03. The binding affinity (normalized) is 0.228. (4) The peptide sequence is NYPASLHKF. The MHC is HLA-B15:09 with pseudo-sequence HLA-B15:09. The binding affinity (normalized) is 0.0847. (5) The peptide sequence is AAGRKSLTL. The MHC is H-2-Db with pseudo-sequence H-2-Db. The binding affinity (normalized) is 0.189. (6) The peptide sequence is TVCTVCGMWK. The MHC is HLA-A11:01 with pseudo-sequence HLA-A11:01. The binding affinity (normalized) is 0.843.